Dataset: Full USPTO retrosynthesis dataset with 1.9M reactions from patents (1976-2016). Task: Predict the reactants needed to synthesize the given product. (1) Given the product [Br:1][C:2]1[C:6]2[N:7]=[CH:8][N:9]=[C:10]([Cl:20])[C:5]=2[S:4][CH:3]=1, predict the reactants needed to synthesize it. The reactants are: [Br:1][C:2]1[C:6]2[N:7]=[CH:8][NH:9][C:10](=O)[C:5]=2[S:4][CH:3]=1.C(=O)([O-])[O-].[Na+].[Na+].P(Cl)(Cl)([Cl:20])=O. (2) Given the product [Br:1][C:2]1[CH:3]=[C:4]2[C:5]([CH:6]([OH:7])[N:8]([CH2:11][CH:12]([CH3:13])[CH3:14])[C:9]2=[O:10])=[CH:15][CH:16]=1.[Br:1][C:2]1[CH:3]=[C:4]2[C:5](=[CH:15][CH:16]=1)[C:6](=[O:7])[N:8]([CH2:11][CH:12]([CH3:13])[CH3:14])[CH:9]2[OH:10], predict the reactants needed to synthesize it. The reactants are: [Br:1][C:2]1[CH:3]=[C:4]2[C:9](=[O:10])[N:8]([CH2:11][CH:12]([CH3:14])[CH3:13])[C:6](=[O:7])[C:5]2=[CH:15][CH:16]=1.O.